This data is from Peptide-MHC class I binding affinity with 185,985 pairs from IEDB/IMGT. The task is: Regression. Given a peptide amino acid sequence and an MHC pseudo amino acid sequence, predict their binding affinity value. This is MHC class I binding data. The peptide sequence is WTNCRGEF. The MHC is Mamu-A02 with pseudo-sequence Mamu-A02. The binding affinity (normalized) is 0.532.